This data is from Peptide-MHC class II binding affinity with 134,281 pairs from IEDB. The task is: Regression. Given a peptide amino acid sequence and an MHC pseudo amino acid sequence, predict their binding affinity value. This is MHC class II binding data. (1) The peptide sequence is AETCPIFYDVFFAVA. The MHC is HLA-DQA10102-DQB10502 with pseudo-sequence HLA-DQA10102-DQB10502. The binding affinity (normalized) is 0.433. (2) The peptide sequence is ISTNIRQAGVQYSRA. The MHC is HLA-DPA10201-DPB10101 with pseudo-sequence HLA-DPA10201-DPB10101. The binding affinity (normalized) is 0.120. (3) The peptide sequence is KTHESHLVRSWVTAG. The MHC is DRB3_0301 with pseudo-sequence DRB3_0301. The binding affinity (normalized) is 0.603. (4) The peptide sequence is RELQIVDKIDAAFKI. The MHC is DRB1_0401 with pseudo-sequence DRB1_0401. The binding affinity (normalized) is 0.474. (5) The binding affinity (normalized) is 0.387. The MHC is DRB1_0405 with pseudo-sequence DRB1_0405. The peptide sequence is GPTATFEAMYLGTCQ. (6) The peptide sequence is RGFKKEISSMLNIMN. The MHC is DRB1_0401 with pseudo-sequence DRB1_0401. The binding affinity (normalized) is 0.579. (7) The peptide sequence is KIYLYENMNINNLTATLGAD. The MHC is DRB1_1501 with pseudo-sequence DRB1_1501. The binding affinity (normalized) is 1.00.